From a dataset of Forward reaction prediction with 1.9M reactions from USPTO patents (1976-2016). Predict the product of the given reaction. (1) Given the reactants [CH2:1]([S:3][C:4]1[C:5]([C:10]2[N:19]([CH3:20])[C:13]3=[N:14][CH:15]=[C:16](I)[CH:17]=[C:12]3[N:11]=2)=[N:6][CH:7]=[CH:8][CH:9]=1)[CH3:2].[F:21][C:22]([F:30])([F:29])[C:23]([F:28])([F:27])C([O-])=O.[Na+].N.C(=O)([O-])O.[Na+], predict the reaction product. The product is: [CH2:1]([S:3][C:4]1[C:5]([C:10]2[N:19]([CH3:20])[C:13]3=[N:14][CH:15]=[C:16]([C:23]([F:28])([F:27])[C:22]([F:30])([F:29])[F:21])[CH:17]=[C:12]3[N:11]=2)=[N:6][CH:7]=[CH:8][CH:9]=1)[CH3:2]. (2) Given the reactants COC(=O)[O:4][CH2:5][CH2:6][O:7][C:8]1[CH:13]=[C:12]([O:14][CH3:15])[CH:11]=[C:10]([CH:16]([NH:29][C:30]2[CH:35]=[CH:34][C:33]([C:36]#[N:37])=[CH:32][CH:31]=2)[C:17]2[NH:21][C:20](=[O:22])[N:19]([C:23]3[N:28]=[CH:27][CH:26]=[CH:25][N:24]=3)[N:18]=2)[C:9]=1[F:38].[OH-].[Na+], predict the reaction product. The product is: [F:38][C:9]1[C:8]([O:7][CH2:6][CH2:5][OH:4])=[CH:13][C:12]([O:14][CH3:15])=[CH:11][C:10]=1[CH:16]([NH:29][C:30]1[CH:31]=[CH:32][C:33]([C:36]#[N:37])=[CH:34][CH:35]=1)[C:17]1[NH:21][C:20](=[O:22])[N:19]([C:23]2[N:24]=[CH:25][CH:26]=[CH:27][N:28]=2)[N:18]=1. (3) Given the reactants Br[C:2]1[C:10]([CH:11]2[O:15]CCO2)=[CH:9][C:5]2[O:6][CH2:7][O:8][C:4]=2[CH:3]=1.C([Li])CCC.[CH3:21][N:22]([CH3:26])[C:23](Cl)=[O:24].Cl, predict the reaction product. The product is: [CH:11]([C:10]1[C:2]([C:23]([N:22]([CH3:26])[CH3:21])=[O:24])=[CH:3][C:4]2[O:8][CH2:7][O:6][C:5]=2[CH:9]=1)=[O:15]. (4) Given the reactants Cl.[NH2:2][CH:3]([C:6]1[CH:11]=[CH:10][C:9]([O:12][CH2:13][C:14]2[CH:19]=[CH:18][CH:17]=[CH:16][CH:15]=2)=[CH:8][CH:7]=1)[C:4]#[N:5].[CH3:20][O:21][C:22]1[C:40]([O:41][CH3:42])=[C:39]([O:43][CH3:44])[CH:38]=[CH:37][C:23]=1[C:24]([NH:26][CH2:27][CH2:28][N:29]1[CH:33]=[C:32]([C:34](O)=[O:35])[N:31]=[N:30]1)=[O:25], predict the reaction product. The product is: [CH2:13]([O:12][C:9]1[CH:10]=[CH:11][C:6]([CH:3]([NH:2][C:34]([C:32]2[N:31]=[N:30][N:29]([CH2:28][CH2:27][NH:26][C:24](=[O:25])[C:23]3[CH:37]=[CH:38][C:39]([O:43][CH3:44])=[C:40]([O:41][CH3:42])[C:22]=3[O:21][CH3:20])[CH:33]=2)=[O:35])[C:4]#[N:5])=[CH:7][CH:8]=1)[C:14]1[CH:19]=[CH:18][CH:17]=[CH:16][CH:15]=1.